From a dataset of Catalyst prediction with 721,799 reactions and 888 catalyst types from USPTO. Predict which catalyst facilitates the given reaction. (1) Reactant: [SH:1][CH2:2][CH2:3][OH:4].[O:5]=[C:6]([C:15]1[CH:24]=[CH:23][C:18]2[NH:19][C:20](=[O:22])[NH:21][C:17]=2[CH:16]=1)[CH2:7]SCCC(OC)=O.C(=O)([O-])[O-].[K+].[K+]. Product: [OH:4][CH2:3][CH2:2][S:1][CH2:7][C:6]([C:15]1[CH:24]=[CH:23][C:18]2[NH:19][C:20](=[O:22])[NH:21][C:17]=2[CH:16]=1)=[O:5]. The catalyst class is: 7. (2) Reactant: CO[C:3](=[O:21])[C:4]1[C:9]([OH:10])=[C:8]([O:11][CH2:12][C:13]2[CH:18]=[CH:17][CH:16]=[CH:15][CH:14]=2)[C:7]([CH2:19][OH:20])=[N:6][CH:5]=1.[F:22][C:23]1[CH:30]=[CH:29][C:26]([CH2:27][NH2:28])=[CH:25][CH:24]=1. Product: [CH2:12]([O:11][C:8]1[C:7]([CH2:19][OH:20])=[N:6][CH:5]=[C:4]([C:9]=1[OH:10])[C:3]([NH:28][CH2:27][C:26]1[CH:29]=[CH:30][C:23]([F:22])=[CH:24][CH:25]=1)=[O:21])[C:13]1[CH:14]=[CH:15][CH:16]=[CH:17][CH:18]=1. The catalyst class is: 9. (3) Reactant: [Cl:1][C:2]1[CH:7]=[CH:6][C:5]([CH:8]([C:24]2[CH:29]=[CH:28][C:27]([Cl:30])=[CH:26][CH:25]=2)[N:9]2[CH2:12][C:11](=[C:13]([C:16]3[CH:21]=[C:20]([F:22])[CH:19]=[C:18]([F:23])[CH:17]=3)[CH2:14][OH:15])[CH2:10]2)=[CH:4][CH:3]=1.Cl[C:32]([O:34][C:35]1[CH:40]=[CH:39][C:38]([N+:41]([O-:43])=[O:42])=[CH:37][CH:36]=1)=[O:33]. Product: [C:32](=[O:33])([O:34][C:35]1[CH:36]=[CH:37][C:38]([N+:41]([O-:43])=[O:42])=[CH:39][CH:40]=1)[O:15][CH2:14][C:13](=[C:11]1[CH2:12][N:9]([CH:8]([C:5]2[CH:6]=[CH:7][C:2]([Cl:1])=[CH:3][CH:4]=2)[C:24]2[CH:25]=[CH:26][C:27]([Cl:30])=[CH:28][CH:29]=2)[CH2:10]1)[C:16]1[CH:17]=[C:18]([F:23])[CH:19]=[C:20]([F:22])[CH:21]=1. The catalyst class is: 143. (4) Reactant: [Br:1][C:2]1[CH:7]=[CH:6][C:5]([CH:8]2[CH2:13][CH2:12][CH2:11][NH:10][C:9]2=O)=[CH:4][CH:3]=1.B.O1CCCC1.Cl. Product: [Br:1][C:2]1[CH:3]=[CH:4][C:5]([CH:8]2[CH2:13][CH2:12][CH2:11][NH:10][CH2:9]2)=[CH:6][CH:7]=1. The catalyst class is: 7.